Dataset: Full USPTO retrosynthesis dataset with 1.9M reactions from patents (1976-2016). Task: Predict the reactants needed to synthesize the given product. (1) Given the product [C:1]([O:5][C:6]([N:8]1[CH2:14][CH2:13][C:12](=[O:15])[N:11]([CH2:19][CH2:20][CH2:21][N:22]2[CH2:27][CH2:26][CH2:25][CH2:24][CH2:23]2)[CH2:10][CH2:9]1)=[O:7])([CH3:4])([CH3:2])[CH3:3], predict the reactants needed to synthesize it. The reactants are: [C:1]([O:5][C:6]([N:8]1[CH2:14][CH2:13][C:12](=[O:15])[NH:11][CH2:10][CH2:9]1)=[O:7])([CH3:4])([CH3:3])[CH3:2].[H-].[Na+].Cl[CH2:19][CH2:20][CH2:21][N:22]1[CH2:27][CH2:26][CH2:25][CH2:24][CH2:23]1.Cl.ClCCCN1CCCCC1. (2) The reactants are: [C:1]([CH2:4][C:5](=[O:7])[CH3:6])(=[O:3])[CH3:2].[O-]CC.[Na+].[Br:12][C:13]1[CH:18]=[CH:17][C:16](/[C:19](/Cl)=[N:20]/O)=[CH:15][CH:14]=1.Cl. Given the product [Br:12][C:13]1[CH:18]=[CH:17][C:16]([C:19]2[C:4]([C:5](=[O:7])[CH3:6])=[C:1]([CH3:2])[O:3][N:20]=2)=[CH:15][CH:14]=1, predict the reactants needed to synthesize it. (3) Given the product [CH3:1][O:2][C:3]1[CH:8]=[C:7]([CH3:9])[CH:6]=[CH:5][C:4]=1[C:10]1([CH3:17])[NH:14][C:13](=[O:15])[N:12]([CH2:19][C:20](=[O:21])[C:22]2[CH:27]=[CH:26][CH:25]=[CH:24][CH:23]=2)[C:11]1=[O:16], predict the reactants needed to synthesize it. The reactants are: [CH3:1][O:2][C:3]1[CH:8]=[C:7]([CH3:9])[CH:6]=[CH:5][C:4]=1[C:10]1([CH3:17])[NH:14][C:13](=[O:15])[NH:12][C:11]1=[O:16].Br[CH2:19][C:20]([C:22]1[CH:27]=[CH:26][CH:25]=[CH:24][CH:23]=1)=[O:21].